This data is from Catalyst prediction with 721,799 reactions and 888 catalyst types from USPTO. The task is: Predict which catalyst facilitates the given reaction. (1) Reactant: C(OC([N:8]1[CH2:12][CH:11]([O:13][C:14]2[C:23]3[C:18](=[CH:19][C:20]([O:24][CH3:25])=[CH:21][CH:22]=3)[CH:17]=[CH:16][N:15]=2)[CH2:10][CH:9]1[C:26](=[O:37])[NH:27][C:28]1([C:33]([O:35][CH3:36])=[O:34])[CH2:30][CH:29]1[CH:31]=[CH2:32])=O)(C)(C)C.Cl.Cl.O1CCOCC1.[C:46]([O:50][C:51]([NH:53][CH:54]([CH:58]1[CH2:63][CH2:62][CH2:61][CH2:60][CH2:59]1)[C:55](O)=[O:56])=[O:52])([CH3:49])([CH3:48])[CH3:47].CN(C(ON1N=NC2C=CC=NC1=2)=[N+](C)C)C.F[P-](F)(F)(F)(F)F.CCN(C(C)C)C(C)C. Product: [CH3:36][O:35][C:33]([C:28]1([NH:27][C:26]([CH:9]2[CH2:10][CH:11]([O:13][C:14]3[C:23]4[C:18](=[CH:19][C:20]([O:24][CH3:25])=[CH:21][CH:22]=4)[CH:17]=[CH:16][N:15]=3)[CH2:12][N:8]2[C:55](=[O:56])[CH:54]([NH:53][C:51]([O:50][C:46]([CH3:48])([CH3:47])[CH3:49])=[O:52])[CH:58]2[CH2:63][CH2:62][CH2:61][CH2:60][CH2:59]2)=[O:37])[CH2:30][CH:29]1[CH:31]=[CH2:32])=[O:34]. The catalyst class is: 49. (2) Reactant: Cl.[F:2][C:3]1[CH:4]=[C:5]([N:15]2[CH2:19][C@H:18]([CH2:20][NH:21][C:22](=[O:24])[CH3:23])[O:17][C:16]2=[O:25])[CH:6]=[CH:7][C:8]=1[N:9]1[CH2:14][CH2:13][NH:12][CH2:11][CH2:10]1.[Cl:26][C:27]1[CH:36]=[C:35]2[C:30]([C:31]([NH:37][CH2:38][C:39](O)=[O:40])=[CH:32][CH:33]=[N:34]2)=[CH:29][CH:28]=1.C1CN([P+](ON2N=NC3C=CC=CC2=3)(N2CCCC2)N2CCCC2)CC1.F[P-](F)(F)(F)(F)F.CN1CCOCC1. Product: [Cl:26][C:27]1[CH:36]=[C:35]2[C:30]([C:31]([NH:37][CH2:38][C:39]([N:12]3[CH2:13][CH2:14][N:9]([C:8]4[CH:7]=[CH:6][C:5]([N:15]5[CH2:19][C@H:18]([CH2:20][NH:21][C:22](=[O:24])[CH3:23])[O:17][C:16]5=[O:25])=[CH:4][C:3]=4[F:2])[CH2:10][CH2:11]3)=[O:40])=[CH:32][CH:33]=[N:34]2)=[CH:29][CH:28]=1. The catalyst class is: 695.